This data is from Reaction yield outcomes from USPTO patents with 853,638 reactions. The task is: Predict the reaction yield, written as a fraction of the theoretical maximum amount of product (1.0 means a 100% yield; for example, 0.34 means a 34% yield). (1) The reactants are [NH2:1][C:2]1[S:3][C:4]([C:9]2[N:10]=[C:11]([NH:15][C:16]3[CH:21]=[C:20]([Cl:22])[CH:19]=[CH:18][C:17]=3[O:23][CH3:24])[S:12][C:13]=2[CH3:14])=[C:5]([CH2:7][CH3:8])[N:6]=1.[C:25](Cl)(=[O:30])[C:26]([CH3:29])([CH3:28])[CH3:27]. The catalyst is C(Cl)Cl. The product is [Cl:22][C:20]1[CH:19]=[CH:18][C:17]([O:23][CH3:24])=[C:16]([NH:15][C:11]2[S:12][C:13]([CH3:14])=[C:9]([C:4]3[S:3][C:2]([NH:1][C:25](=[O:30])[C:26]([CH3:29])([CH3:28])[CH3:27])=[N:6][C:5]=3[CH2:7][CH3:8])[N:10]=2)[CH:21]=1. The yield is 0.660. (2) The product is [N:1]1[C:5]2[CH:6]=[CH:7][CH:8]=[CH:9][C:4]=2[NH:3][C:2]=1[C:10]1[CH:19]=[CH:18][C:13]([CH2:14][OH:15])=[CH:12][CH:11]=1. The catalyst is C1COCC1. The reactants are [N:1]1[C:5]2[CH:6]=[CH:7][CH:8]=[CH:9][C:4]=2[NH:3][C:2]=1[C:10]1[CH:19]=[CH:18][C:13]([C:14](OC)=[O:15])=[CH:12][CH:11]=1.CC(C[AlH]CC(C)C)C. The yield is 0.870. (3) The reactants are [Br:1][C:2]1[C:10]2[O:9][C:8]([CH3:12])([CH3:11])[C:7](=[O:13])[C:6]=2[C:5]([CH3:14])=[C:4]([NH:15][C:16](=[O:22])[O:17][C:18]([CH3:21])([CH3:20])[CH3:19])[C:3]=1[CH3:23]. The catalyst is C(OCC)(=O)C.CCCCCC. The product is [Br:1][C:2]1[C:10]2[O:9][C:8]([CH3:12])([CH3:11])[CH:7]([OH:13])[C:6]=2[C:5]([CH3:14])=[C:4]([NH:15][C:16](=[O:22])[O:17][C:18]([CH3:21])([CH3:20])[CH3:19])[C:3]=1[CH3:23]. The yield is 0.980. (4) The catalyst is C(Cl)Cl.CS(C)=O. The product is [C:7]([CH2:9][C:10]1[CH:11]=[CH:12][C:13]([CH2:14][C:15]2([CH:28]=[O:29])[CH2:16][CH2:17][N:18]([C:21]([O:23][C:24]([CH3:25])([CH3:26])[CH3:27])=[O:22])[CH2:19][CH2:20]2)=[CH:30][CH:31]=1)#[N:8]. The yield is 0.840. The reactants are C(Cl)(=O)C(Cl)=O.[C:7]([CH2:9][C:10]1[CH:31]=[CH:30][C:13]([CH2:14][C:15]2([CH2:28][OH:29])[CH2:20][CH2:19][N:18]([C:21]([O:23][C:24]([CH3:27])([CH3:26])[CH3:25])=[O:22])[CH2:17][CH2:16]2)=[CH:12][CH:11]=1)#[N:8].C(N(CC)C(C)C)(C)C.Cl.